The task is: Regression. Given a peptide amino acid sequence and an MHC pseudo amino acid sequence, predict their binding affinity value. This is MHC class II binding data.. This data is from Peptide-MHC class II binding affinity with 134,281 pairs from IEDB. The peptide sequence is TLEVHAVKPAAEEVK. The MHC is HLA-DQA10102-DQB10602 with pseudo-sequence HLA-DQA10102-DQB10602. The binding affinity (normalized) is 0.553.